This data is from HIV replication inhibition screening data with 41,000+ compounds from the AIDS Antiviral Screen. The task is: Binary Classification. Given a drug SMILES string, predict its activity (active/inactive) in a high-throughput screening assay against a specified biological target. (1) The drug is COc1cc2c(cc1OC)C(CC(=O)NN=C(C)C)NCC2. The result is 0 (inactive). (2) The molecule is CCC(SC)=[N+](C)[O-].I. The result is 0 (inactive). (3) The molecule is COc1ccc(CC2=NCCc3cc(OC)c(OC)cc32)cc1Br. The result is 0 (inactive). (4) The compound is O=C(CCC1C(=O)NC(=S)NC1=O)c1ccc2ccccc2c1. The result is 0 (inactive). (5) The molecule is O=C(c1cccs1)N(C(=S)N1CCN(c2ccccn2)CC1)C1CCCCC1. The result is 0 (inactive). (6) The compound is N#Cc1c(N)oc2cc3c(C#N)c(N)oc3cc12. The result is 0 (inactive). (7) The compound is O=c1cc(-c2ccccc2)oc2ccc(Oc3nnnn3-c3ccccc3)cc12. The result is 0 (inactive).